This data is from Reaction yield outcomes from USPTO patents with 853,638 reactions. The task is: Predict the reaction yield, written as a fraction of the theoretical maximum amount of product (1.0 means a 100% yield; for example, 0.34 means a 34% yield). The reactants are [NH2:1][C:2]1[C:3]2[N:4]([C:8]([C@@H:26]3[CH2:31][CH2:30][CH2:29][NH:28][CH2:27]3)=[N:9][C:10]=2[C:11]2[CH:25]=[CH:24][C:14]([C:15]([NH:17][C:18]3[CH:23]=[CH:22][CH:21]=[CH:20][N:19]=3)=[O:16])=[CH:13][CH:12]=2)[CH:5]=[CH:6][N:7]=1.C(N(CC)CC)C.[CH3:39][S:40](Cl)(=[O:42])=[O:41]. The catalyst is ClCCl. The product is [NH2:1][C:2]1[C:3]2[N:4]([C:8]([C@@H:26]3[CH2:31][CH2:30][CH2:29][N:28]([S:40]([CH3:39])(=[O:42])=[O:41])[CH2:27]3)=[N:9][C:10]=2[C:11]2[CH:25]=[CH:24][C:14]([C:15]([NH:17][C:18]3[CH:23]=[CH:22][CH:21]=[CH:20][N:19]=3)=[O:16])=[CH:13][CH:12]=2)[CH:5]=[CH:6][N:7]=1. The yield is 0.294.